Dataset: Full USPTO retrosynthesis dataset with 1.9M reactions from patents (1976-2016). Task: Predict the reactants needed to synthesize the given product. (1) The reactants are: Cl[C:2]1[CH:3]=[CH:4][CH:5]=[C:6]2[C:10]=1[C:9](=[O:11])[CH:8]([CH2:12][CH:13]1[CH2:18][CH2:17][CH2:16][CH2:15][CH2:14]1)[CH2:7]2.[CH3:19][C:20]1[CH:25]=[CH:24][C:23](B(O)O)=[CH:22][CH:21]=1.C(=O)([O-])[O-].[Na+].[Na+].C(O)CO. Given the product [CH3:19][C:20]1[CH:25]=[CH:24][C:23]([C:2]2[CH:3]=[CH:4][CH:5]=[C:6]3[C:10]=2[C:9](=[O:11])[CH:8]([CH2:12][CH:13]2[CH2:18][CH2:17][CH2:16][CH2:15][CH2:14]2)[CH2:7]3)=[CH:22][CH:21]=1, predict the reactants needed to synthesize it. (2) Given the product [C:1]([O:5][C@@H:6]([C:11]1[C:40]([CH3:41])=[C:39]([CH:42]([F:43])[F:44])[C:38]2=[N:45][C:35]3=[CH:36][N:37]2[C:12]=1[N:13]1[CH2:14][CH2:15][C:16]([CH3:51])([O:17][CH2:18][CH2:19][CH2:20][CH2:21][C@H:22]([CH3:48])[O:23][C:24]2[CH:25]=[CH:26][C:27]([F:47])=[CH:28][C:29]=2[C:30]2[CH:46]=[C:34]3[CH:33]=[CH:32][CH:31]=2)[CH2:49][CH2:50]1)[C:7]([OH:9])=[O:8])([CH3:4])([CH3:2])[CH3:3], predict the reactants needed to synthesize it. The reactants are: [C:1]([O:5][C@@H:6]([C:11]1[C:40]([CH3:41])=[C:39]([CH:42]([F:44])[F:43])[C:38]2=[N:45][C:35]3=[CH:36][N:37]2[C:12]=1[N:13]1[CH2:50][CH2:49][C:16]([CH3:51])([O:17][CH2:18][CH2:19][CH2:20][CH2:21][C@H:22]([CH3:48])[O:23][C:24]2[CH:25]=[CH:26][C:27]([F:47])=[CH:28][C:29]=2[C:30]2[CH:46]=[C:34]3[CH:33]=[CH:32][CH:31]=2)[CH2:15][CH2:14]1)[C:7]([O:9]C)=[O:8])([CH3:4])([CH3:3])[CH3:2].C(O[C@@H](C1C(C)=CC2=NC3=C(Cl)N2C=1N1CCC(C)(OCCCC[C@H](C)OC2C=CC(C)=CC=2C2C=C3C=CC=2)CC1)C(O)=O)(C)(C)C. (3) The reactants are: [Cl:1][C:2]1[CH:7]=[CH:6][CH:5]=[C:4]([Cl:8])[C:3]=1[N:9]1[C:18]2[C:13](=[C:14]([C:21]3[CH:26]=[CH:25][C:24](F)=[CH:23][C:22]=3F)[CH:15]=[C:16]([O:19][CH3:20])[CH:17]=2)[CH2:12][CH2:11][C:10]1=[O:29].[ClH:30]. Given the product [Cl:30][C:22]1[CH:23]=[CH:24][CH:25]=[CH:26][C:21]=1[C:14]1[CH:15]=[C:16]([O:19][CH3:20])[CH:17]=[C:18]2[C:13]=1[CH:12]=[CH:11][C:10](=[O:29])[N:9]2[C:3]1[C:2]([Cl:1])=[CH:7][CH:6]=[CH:5][C:4]=1[Cl:8].[ClH:1], predict the reactants needed to synthesize it. (4) The reactants are: [F:1][C:2]1([F:15])[CH2:4][CH:3]1[C:5]1[N:10]=[C:9]([S:11][CH3:12])[CH:8]=[C:7](SC)[N:6]=1.[F:16][CH:17]([F:35])[O:18][C:19]1[C:20]([NH2:34])=[N:21][CH:22]=[C:23](B2OC(C)(C)C(C)(C)O2)[CH:24]=1.C(=O)([O-])[O-].[Cs+].[Cs+]. Given the product [F:15][C:2]1([F:1])[CH2:4][CH:3]1[C:5]1[N:6]=[C:7]([C:23]2[CH:24]=[C:19]([O:18][CH:17]([F:35])[F:16])[C:20]([NH2:34])=[N:21][CH:22]=2)[CH:8]=[C:9]([S:11][CH3:12])[N:10]=1, predict the reactants needed to synthesize it.